This data is from Forward reaction prediction with 1.9M reactions from USPTO patents (1976-2016). The task is: Predict the product of the given reaction. (1) Given the reactants FC(F)(F)C(O)=O.[CH:8]([N:11]1[C:15]([C:16]2[N:25]=[C:24]3[N:18]([CH2:19][CH2:20][O:21][C:22]4[CH:29]=[C:28]([CH:30]5[CH2:35][CH2:34][NH:33][CH2:32][CH2:31]5)[CH:27]=[CH:26][C:23]=43)[CH:17]=2)=[N:14][CH:13]=[N:12]1)([CH3:10])[CH3:9].[CH3:36][C:37]([CH3:39])=O.C(O[BH-](OC(=O)C)OC(=O)C)(=O)C.[Na+], predict the reaction product. The product is: [CH:8]([N:11]1[C:15]([C:16]2[N:25]=[C:24]3[C:23]4[CH:26]=[CH:27][C:28]([CH:30]5[CH2:35][CH2:34][N:33]([CH:37]([CH3:39])[CH3:36])[CH2:32][CH2:31]5)=[CH:29][C:22]=4[O:21][CH2:20][CH2:19][N:18]3[CH:17]=2)=[N:14][CH:13]=[N:12]1)([CH3:10])[CH3:9]. (2) Given the reactants [CH:1]12[CH2:7][C:6]1([NH:8][C:9](=[O:15])[O:10][C:11]([CH3:14])([CH3:13])[CH3:12])[CH2:5][CH2:4][NH:3][CH2:2]2.[CH:16]([C:18]1[CH:19]=[CH:20][N:21]=[C:22]2[C:27]=1[N:26]=[C:25]([O:28][CH3:29])[CH:24]=[CH:23]2)=[CH2:17], predict the reaction product. The product is: [CH3:29][O:28][C:25]1[N:26]=[C:27]2[C:22](=[CH:23][CH:24]=1)[N:21]=[CH:20][CH:19]=[C:18]2[CH2:16][CH2:17][N:3]1[CH2:4][CH2:5][C:6]2([NH:8][C:9](=[O:15])[O:10][C:11]([CH3:12])([CH3:14])[CH3:13])[CH:1]([CH2:7]2)[CH2:2]1. (3) Given the reactants [NH2:1][C:2]1[N:7]=[C:6]([N:8]2[C:16]3[C:11](=[CH:12][CH:13]=[C:14]([C:17]#[C:18][Si](C)(C)C)[CH:15]=3)[C:10]([C:23]([N:25]([CH3:27])[CH3:26])=[O:24])=[N:9]2)[CH:5]=[CH:4][N:3]=1.C([O-])([O-])=O.[K+].[K+], predict the reaction product. The product is: [NH2:1][C:2]1[N:7]=[C:6]([N:8]2[C:16]3[C:11](=[CH:12][CH:13]=[C:14]([C:17]#[CH:18])[CH:15]=3)[C:10]([C:23]([N:25]([CH3:27])[CH3:26])=[O:24])=[N:9]2)[CH:5]=[CH:4][N:3]=1. (4) The product is: [O:15]=[C:11]1[CH2:10][N:9]([S:6]([C:2]2[S:1][CH:5]=[CH:4][CH:3]=2)(=[O:7])=[O:8])[CH2:14][CH2:13][N:12]1[C:28]([O:27][C:24]([CH3:26])([CH3:25])[CH3:23])=[O:29]. Given the reactants [S:1]1[CH:5]=[CH:4][CH:3]=[C:2]1[S:6]([N:9]1[CH2:14][CH2:13][NH:12][C:11](=[O:15])[CH2:10]1)(=[O:8])=[O:7].C(N(CC)CC)C.[CH3:23][C:24]([O:27][C:28](O[C:28]([O:27][C:24]([CH3:26])([CH3:25])[CH3:23])=[O:29])=[O:29])([CH3:26])[CH3:25], predict the reaction product. (5) Given the reactants ClC([O:4][CH:5](Cl)Cl)Cl.[Cl-].[Al+3].[Cl-].[Cl-].[CH3:12][C:13]1[S:14][C:15]2[CH:36]=[CH:35][CH:34]=[CH:33][C:16]=2[C:17]=1[C:18]1[CH2:22][CH2:21][CH2:20][C:19]=1[C:23]1[C:27]2[CH:28]=[CH:29][CH:30]=[CH:31][C:26]=2[S:25][C:24]=1[CH3:32].[OH2:37].[N+]([C:41]1C=CC=CC=1)([O-])=O, predict the reaction product. The product is: [CH3:32][C:24]1[S:25][C:26]2[CH:31]=[C:30]([CH:5]=[O:4])[CH:29]=[CH:28][C:27]=2[C:23]=1[C:19]1[CH2:20][CH2:21][CH2:22][C:18]=1[C:17]1[C:16]2[CH:33]=[CH:34][C:35]([CH:41]=[O:37])=[CH:36][C:15]=2[S:14][C:13]=1[CH3:12].